Dataset: Full USPTO retrosynthesis dataset with 1.9M reactions from patents (1976-2016). Task: Predict the reactants needed to synthesize the given product. (1) Given the product [C:24]([C:21]1[CH:22]=[CH:23][C:18]([C:9]2[N:8]([C:5]3[CH:6]=[CH:7][C:2]([Cl:1])=[CH:3][C:4]=3[O:27][CH3:28])[CH:12]=[CH:11][C:10]=2[C:13]([O:15][CH2:16][CH3:17])=[O:14])=[C:19]([CH3:26])[CH:20]=1)(=[O:35])[NH2:25], predict the reactants needed to synthesize it. The reactants are: [Cl:1][C:2]1[CH:7]=[CH:6][C:5]([N:8]2[CH:12]=[CH:11][C:10]([C:13]([O:15][CH2:16][CH3:17])=[O:14])=[C:9]2[C:18]2[CH:23]=[CH:22][C:21]([C:24]#[N:25])=[CH:20][C:19]=2[CH3:26])=[C:4]([O:27][CH3:28])[CH:3]=1.[OH-].[Na+].OO.CC[O:35]C(C)=O. (2) Given the product [Cl:45][C:46]1[N:54]=[C:53]2[C:49]([N:50]=[CH:51][N:52]2[CH3:55])=[C:48]([C:25]2[CH:30]=[CH:29][C:28]([O:31][CH2:32][C:33]3[CH:38]=[CH:37][C:36]([O:39][CH3:40])=[CH:35][CH:34]=3)=[C:27]([C:41]([F:44])([F:43])[F:42])[CH:26]=2)[N:47]=1, predict the reactants needed to synthesize it. The reactants are: B1(B2OC(C)(C)C(C)(C)O2)OC(C)(C)C(C)(C)O1.C([O-])(=O)C.[K+].Br[C:25]1[CH:30]=[CH:29][C:28]([O:31][CH2:32][C:33]2[CH:38]=[CH:37][C:36]([O:39][CH3:40])=[CH:35][CH:34]=2)=[C:27]([C:41]([F:44])([F:43])[F:42])[CH:26]=1.[Cl:45][C:46]1[N:54]=[C:53]2[C:49]([N:50]=[CH:51][N:52]2[CH3:55])=[C:48](Cl)[N:47]=1.C([O-])([O-])=O.[Na+].[Na+].